Dataset: Forward reaction prediction with 1.9M reactions from USPTO patents (1976-2016). Task: Predict the product of the given reaction. (1) Given the reactants C(OC([N:8]1[CH2:13][CH2:12][N:11]([C:14]2[CH:19]=[CH:18][C:17]([NH:20][C:21]3[N:26]=[C:25]([CH2:27][CH2:28][C:29]4[CH:34]=[CH:33][CH:32]=[CH:31][C:30]=4[CH2:35][C:36]([O-:38])=O)[C:24]([C:39]([F:42])([F:41])[F:40])=[CH:23][N:22]=3)=[CH:16][CH:15]=2)[CH2:10][CH2:9]1)=O)(C)(C)C.[Li+].O[N:45]1[C:49]2C=CC=CC=2N=N1.CCN=C=NCCCN(C)C.C(N(CC)C(C)C)(C)C.Cl.CN, predict the reaction product. The product is: [CH3:49][NH:45][C:36](=[O:38])[CH2:35][C:30]1[CH:31]=[CH:32][CH:33]=[CH:34][C:29]=1[CH2:28][CH2:27][C:25]1[C:24]([C:39]([F:42])([F:41])[F:40])=[CH:23][N:22]=[C:21]([NH:20][C:17]2[CH:16]=[CH:15][C:14]([N:11]3[CH2:12][CH2:13][NH:8][CH2:9][CH2:10]3)=[CH:19][CH:18]=2)[N:26]=1. (2) Given the reactants Cl.[NH2:2][CH:3]1[CH2:8][CH2:7][N:6]([C:9]([O:11][CH2:12][C:13]2[CH:18]=[C:17]([C:19]([F:22])([F:21])[F:20])[CH:16]=[C:15]([Br:23])[CH:14]=2)=[O:10])[CH2:5][CH2:4]1.CCN(C(C)C)C(C)C.[NH:33]1[CH:37]=[C:36]([CH2:38][CH2:39][CH2:40][C:41](Cl)=[O:42])[N:35]=[N:34]1, predict the reaction product. The product is: [NH:33]1[CH:37]=[C:36]([CH2:38][CH2:39][CH2:40][C:41]([NH:2][CH:3]2[CH2:4][CH2:5][N:6]([C:9]([O:11][CH2:12][C:13]3[CH:18]=[C:17]([C:19]([F:22])([F:20])[F:21])[CH:16]=[C:15]([Br:23])[CH:14]=3)=[O:10])[CH2:7][CH2:8]2)=[O:42])[N:35]=[N:34]1. (3) Given the reactants Cl.[NH2:2][OH:3].CCN(C(C)C)C(C)C.[CH2:13]([N:20]1[CH2:26][CH2:25][CH2:24][CH:23]([C:27]#[N:28])[CH2:22][C:21]1=[O:29])[C:14]1[CH:19]=[CH:18][CH:17]=[CH:16][CH:15]=1, predict the reaction product. The product is: [CH2:13]([N:20]1[CH2:26][CH2:25][CH2:24][CH:23]([C:27](=[N:2][OH:3])[NH2:28])[CH2:22][C:21]1=[O:29])[C:14]1[CH:15]=[CH:16][CH:17]=[CH:18][CH:19]=1. (4) Given the reactants Br[C:2]1[CH:7]=[C:6]([F:8])[CH:5]=[CH:4][C:3]=1[F:9].C([Mg]Cl)(C)C.[Cl:15][CH2:16][CH2:17][CH2:18][C:19](N(OC)C)=[O:20], predict the reaction product. The product is: [Cl:15][CH2:16][CH2:17][CH2:18][C:19]([C:2]1[CH:7]=[C:6]([F:8])[CH:5]=[CH:4][C:3]=1[F:9])=[O:20]. (5) Given the reactants S(C1C=CC(C)=CC=1)([O-])(=O)=O.[NH2:12][C@@H:13]([C:24]1[CH:29]=[CH:28][CH:27]=[CH:26][CH:25]=1)[C:14]([O:16][CH2:17][C:18]1[CH:23]=[CH:22][CH:21]=[CH:20][CH:19]=1)=[O:15].[P:30](Cl)(Cl)(=[O:42])[O:31][C:32]1[C:41]2[C:36](=[CH:37][CH:38]=[CH:39][CH:40]=2)[CH:35]=[CH:34][CH:33]=1.C(N(CC)CC)C.[Cl:52]CCl, predict the reaction product. The product is: [Cl:52][C:33]1[CH:34]=[CH:35][C:36]2[C:41](=[CH:40][CH:39]=[CH:38][CH:37]=2)[C:32]=1[O:31][P:30](=[N:12][C@@H:13]([C:24]1[CH:29]=[CH:28][CH:27]=[CH:26][CH:25]=1)[C:14]([O:16][CH2:17][C:18]1[CH:23]=[CH:22][CH:21]=[CH:20][CH:19]=1)=[O:15])=[O:42]. (6) The product is: [CH3:20][O:19][C:17]([C:15]1[O:16][C:12]([CH2:11][C:3]2[C:4]([CH3:9])=[CH:5][C:6]([CH3:8])=[CH:7][C:2]=2[CH3:1])=[CH:13][CH:14]=1)=[O:18]. Given the reactants [CH3:1][C:2]1[CH:7]=[C:6]([CH3:8])[CH:5]=[C:4]([CH3:9])[CH:3]=1.Cl[CH2:11][C:12]1[O:16][C:15]([C:17]([O:19][CH3:20])=[O:18])=[CH:14][CH:13]=1.[Cl-].[Cl-].[Cl-].[Al+3], predict the reaction product. (7) Given the reactants OO.S([O-])([O-])(=O)=O.[Mg+2].ClC1=C(Cl)C(OC1=O)=[O:13].[Cl:18][C:19]1[N:20]=[N:21][C:22]([Cl:25])=[CH:23][CH:24]=1.S([O-])([O-])=O.[Na+].[Na+], predict the reaction product. The product is: [Cl:18][C:19]1[N:20]=[N+:21]([O-:13])[C:22]([Cl:25])=[CH:23][CH:24]=1.